From a dataset of Reaction yield outcomes from USPTO patents with 853,638 reactions. Predict the reaction yield, written as a fraction of the theoretical maximum amount of product (1.0 means a 100% yield; for example, 0.34 means a 34% yield). (1) The product is [C:25]([C:2]1[CH:3]=[C:4]([NH:8][C:9]2[N:14]=[C:13]([NH:15][C:16]3[CH:21]=[CH:20][CH:19]=[C:18]([C:34]#[N:35])[CH:17]=3)[C:12]([F:23])=[CH:11][N:10]=2)[CH:5]=[CH:6][CH:7]=1)#[N:24]. The yield is 0.760. The reactants are O[C:2]1[CH:3]=[C:4]([NH:8][C:9]2[N:14]=[C:13]([NH:15][C:16]3[CH:21]=[CH:20][CH:19]=[C:18](O)[CH:17]=3)[C:12]([F:23])=[CH:11][N:10]=2)[CH:5]=[CH:6][CH:7]=1.[NH2:24][C:25]1C=C(C=CC=1)C#N.Cl[C:34]1N=C(Cl)C(F)=C[N:35]=1. No catalyst specified. (2) The reactants are [F:1][C:2]1[CH:7]=[C:6]([F:8])[C:5]([C:9]2[CH:10]=[N:11][CH:12]=[N:13][CH:14]=2)=[CH:4][C:3]=1[C@@:15]([NH:27][S@@](C(C)(C)C)=O)([CH2:17][C@H:18]([C:20]1[O:24][C:23]([CH3:25])=[N:22][C:21]=1[CH3:26])[OH:19])[CH3:16].Cl.O1CCOCC1. The catalyst is CO. The product is [NH2:27][C@@:15]([C:3]1[CH:4]=[C:5]([C:9]2[CH:14]=[N:13][CH:12]=[N:11][CH:10]=2)[C:6]([F:8])=[CH:7][C:2]=1[F:1])([CH3:16])[CH2:17][C@H:18]([C:20]1[O:24][C:23]([CH3:25])=[N:22][C:21]=1[CH3:26])[OH:19]. The yield is 0.930. (3) The reactants are [I:1][C:2]1[CH:3]=[C:4]([CH:6]=[CH:7][CH:8]=1)[NH2:5].CCN(CC)CC.[C:16]1([S:22](Cl)(=[O:24])=[O:23])[CH:21]=[CH:20][CH:19]=[CH:18][CH:17]=1.C([O-])(O)=O.[Na+]. The catalyst is C(Cl)Cl. The product is [C:16]1([S:22]([NH:5][C:4]2[CH:3]=[C:2]([I:1])[CH:8]=[CH:7][CH:6]=2)(=[O:24])=[O:23])[CH:21]=[CH:20][CH:19]=[CH:18][CH:17]=1. The yield is 0.940.